Dataset: Full USPTO retrosynthesis dataset with 1.9M reactions from patents (1976-2016). Task: Predict the reactants needed to synthesize the given product. (1) Given the product [F:23][C:22]([F:25])([F:24])[C:20]([OH:26])=[O:21].[Br:1][C:2]1[N:6]([CH:7]2[CH2:12][CH2:11][NH:10][CH2:9][CH2:8]2)[N:5]=[CH:4][CH:3]=1, predict the reactants needed to synthesize it. The reactants are: [Br:1][C:2]1[N:6]([CH:7]2[CH2:12][CH2:11][N:10](C(OC(C)(C)C)=O)[CH2:9][CH2:8]2)[N:5]=[CH:4][CH:3]=1.[C:20]([OH:26])([C:22]([F:25])([F:24])[F:23])=[O:21]. (2) Given the product [F:1][C:2]1[C:3]([O:10][CH3:11])=[C:4]([CH2:5][OH:6])[CH:7]=[CH:8][CH:9]=1, predict the reactants needed to synthesize it. The reactants are: [F:1][C:2]1[C:3]([O:10][CH3:11])=[C:4]([CH:7]=[CH:8][CH:9]=1)[CH:5]=[O:6].[BH4-].[Na+]. (3) Given the product [CH3:14][C:11]1[CH:12]=[CH:13][C:8]([NH:7][C:5](=[O:6])[C@@H:4]([O:3][C:21]2[C:22]3[CH:29]=[N:28][N:27]([C:30]4[CH:35]=[CH:34][N:33]=[CH:32][C:31]=4[CH3:36])[C:23]=3[N:24]=[CH:25][N:26]=2)[CH2:15][O:16][CH:17]([CH3:19])[CH3:18])=[N:9][CH:10]=1, predict the reactants needed to synthesize it. The reactants are: [H-].[Na+].[OH:3][C@@H:4]([CH2:15][O:16][CH:17]([CH3:19])[CH3:18])[C:5]([NH:7][C:8]1[CH:13]=[CH:12][C:11]([CH3:14])=[CH:10][N:9]=1)=[O:6].Cl[C:21]1[N:26]=[CH:25][N:24]=[C:23]2[N:27]([C:30]3[CH:35]=[CH:34][N:33]=[CH:32][C:31]=3[CH3:36])[N:28]=[CH:29][C:22]=12.C(O)(=O)CC(CC(O)=O)(C(O)=O)O. (4) Given the product [CH3:1][O:2][C:3](=[O:25])[CH2:4][C@H:5]1[CH2:6][CH2:7][C@H:8]([C:11]2[CH:12]=[CH:13][CH:14]=[CH:15][CH:16]=2)[CH2:9][CH2:10]1, predict the reactants needed to synthesize it. The reactants are: [CH3:1][O:2][C:3](=[O:25])[CH2:4][C@H:5]1[CH2:10][CH2:9][C@H:8]([C:11]2[CH:16]=[CH:15][C:14](OS(C(F)(F)F)(=O)=O)=[CH:13][CH:12]=2)[CH2:7][CH2:6]1. (5) Given the product [C:30]([N:33]1[CH2:37][CH2:36][N:35]([C:2]2[CH:3]=[CH:4][C:5]([C:10]([N:12]3[CH2:17][CH2:16][N:15]([C:18]4[C:23]([CH:24]5[CH2:26][CH2:25]5)=[CH:22][C:21]([CH:27]5[CH2:29][CH2:28]5)=[CH:20][N:19]=4)[CH2:14][CH2:13]3)=[O:11])=[C:6]([CH:9]=2)[C:7]#[N:8])[C:34]1=[O:38])(=[O:32])[CH3:31], predict the reactants needed to synthesize it. The reactants are: Br[C:2]1[CH:3]=[CH:4][C:5]([C:10]([N:12]2[CH2:17][CH2:16][N:15]([C:18]3[C:23]([CH:24]4[CH2:26][CH2:25]4)=[CH:22][C:21]([CH:27]4[CH2:29][CH2:28]4)=[CH:20][N:19]=3)[CH2:14][CH2:13]2)=[O:11])=[C:6]([CH:9]=1)[C:7]#[N:8].[C:30]([N:33]1[CH2:37][CH2:36][NH:35][C:34]1=[O:38])(=[O:32])[CH3:31]. (6) Given the product [O:21]=[C:20]1[C:4]2[C:5]3[C:6](=[C:7]([C:11]4[CH:12]=[CH:13][CH:14]=[CH:15][CH:16]=4)[NH:8][C:9]=3[CH:10]=[C:2]([NH:1][C:28](=[O:29])[CH2:27][N:22]3[CH:26]=[N:25][N:24]=[N:23]3)[CH:3]=2)[CH:17]=[N:18][NH:19]1, predict the reactants needed to synthesize it. The reactants are: [NH2:1][C:2]1[CH:3]=[C:4]2[C:20](=[O:21])[NH:19][N:18]=[CH:17][C:6]3=[C:7]([C:11]4[CH:16]=[CH:15][CH:14]=[CH:13][CH:12]=4)[NH:8][C:9]([CH:10]=1)=[C:5]23.[N:22]1([CH2:27][C:28](O)=[O:29])[CH:26]=[N:25][N:24]=[N:23]1.C(N(CC)CC)C.F[P-](F)(F)(F)(F)F.N1(OC(N(C)C)=[N+](C)C)C2N=CC=CC=2N=N1.